Dataset: Full USPTO retrosynthesis dataset with 1.9M reactions from patents (1976-2016). Task: Predict the reactants needed to synthesize the given product. (1) Given the product [CH3:1][O:2][C:3]1[CH:8]=[CH:7][CH:6]=[C:5]([O:9][CH3:10])[C:4]=1[C:18]1[CH:19]=[CH:20][CH:21]=[CH:22][C:17]=1[P:25]([CH:32]1[CH2:33][CH2:34][CH2:35][CH2:36][CH2:37]1)[CH:26]1[CH2:31][CH2:30][CH2:29][CH2:28][CH2:27]1, predict the reactants needed to synthesize it. The reactants are: [CH3:1][O:2][C:3]1[CH:8]=[CH:7][CH:6]=[C:5]([O:9][CH3:10])[CH:4]=1.[Li]CCCC.Br[C:17]1[CH:22]=[CH:21][CH:20]=[CH:19][C:18]=1Cl.Cl[P:25]([CH:32]1[CH2:37][CH2:36][CH2:35][CH2:34][CH2:33]1)[CH:26]1[CH2:31][CH2:30][CH2:29][CH2:28][CH2:27]1. (2) Given the product [CH3:1][C:2]([CH3:22])([CH3:21])[CH2:3][N:4]([CH2:13][C:14]1[CH:19]=[CH:18][C:17](/[CH:26]=[CH:25]/[CH:23]=[O:24])=[CH:16][CH:15]=1)[C:5]1[CH:10]=[CH:9][N:8]=[C:7]([C:11]#[N:12])[N:6]=1, predict the reactants needed to synthesize it. The reactants are: [CH3:1][C:2]([CH3:22])([CH3:21])[CH2:3][N:4]([CH2:13][C:14]1[CH:19]=[CH:18][C:17](I)=[CH:16][CH:15]=1)[C:5]1[CH:10]=[CH:9][N:8]=[C:7]([C:11]#[N:12])[N:6]=1.[CH:23]([CH:25]=[CH2:26])=[O:24].C(N(CC)CC)C.O. (3) Given the product [OH2:3].[OH2:26].[C:1]([OH:10])(=[O:9])[C@@H:2]([C@H:4]([C:6]([OH:8])=[O:7])[OH:5])[OH:3].[Cl:11][C:12]1[C:13]([F:42])=[C:14]([CH:39]=[CH:40][CH:41]=1)[NH:15][C:16]1[C:25]2[C:20](=[CH:21][C:22]([O:37][CH3:38])=[C:23]([O:26][CH:27]3[CH2:32][CH2:31][N:30]([C:33](=[O:36])[CH2:34][OH:35])[CH2:29][CH2:28]3)[CH:24]=2)[N:19]=[CH:18][N:17]=1, predict the reactants needed to synthesize it. The reactants are: [C:1]([OH:10])(=[O:9])[C@@H:2]([C@H:4]([C:6]([OH:8])=[O:7])[OH:5])[OH:3].[Cl:11][C:12]1[C:13]([F:42])=[C:14]([CH:39]=[CH:40][CH:41]=1)[NH:15][C:16]1[C:25]2[C:20](=[CH:21][C:22]([O:37][CH3:38])=[C:23]([O:26][CH:27]3[CH2:32][CH2:31][N:30]([C:33](=[O:36])[CH2:34][OH:35])[CH2:29][CH2:28]3)[CH:24]=2)[N:19]=[CH:18][N:17]=1. (4) Given the product [ClH:36].[NH2:29][CH2:28][C:26]1[CH:25]=[CH:24][C:22]2[NH:23][C:18]([C:15]3[C:16](=[O:17])[N:7]([CH2:6][C:5]4[CH:4]=[CH:3][C:2]([F:1])=[CH:35][CH:34]=4)[C@@H:8]4[C@H:13]([C:14]=3[OH:32])[C@@H:12]3[CH2:33][C@H:9]4[CH2:10][CH2:11]3)=[N:19][S:20](=[O:31])(=[O:30])[C:21]=2[CH:27]=1, predict the reactants needed to synthesize it. The reactants are: [F:1][C:2]1[CH:35]=[CH:34][C:5]([CH2:6][N:7]2[C:16](=[O:17])[C:15]([C:18]3[NH:23][C:22]4[CH:24]=[CH:25][C:26]([C:28]#[N:29])=[CH:27][C:21]=4[S:20](=[O:31])(=[O:30])[N:19]=3)=[C:14]([OH:32])[C@H:13]3[C@@H:8]2[C@H:9]2[CH2:33][C@@H:12]3[CH2:11][CH2:10]2)=[CH:4][CH:3]=1.[ClH:36]. (5) Given the product [Br:1][C:2]1[CH:3]=[C:4]([C:30]#[C:29][CH2:28][OH:31])[CH:5]=[CH:6][CH:7]=1, predict the reactants needed to synthesize it. The reactants are: [Br:1][C:2]1[CH:3]=[C:4](I)[CH:5]=[CH:6][CH:7]=1.C1(P(C2C=CC=CC=2)C2C=CC=CC=2)C=CC=CC=1.[CH2:28]([OH:31])[C:29]#[CH:30].C(N(C(C)C)CC)(C)C. (6) Given the product [C:35]([C:39]1[N:44]=[C:43]([N:45]2[CH2:46][CH2:47][N:48]([CH2:2][CH2:3][CH2:4][CH2:5][N:6]3[C:12]4[CH:13]=[CH:14][CH:15]=[CH:16][C:11]=4[CH2:10][CH2:9][CH2:8][C:7]3=[O:17])[CH2:49][CH2:50]2)[CH:42]=[C:41]([C:51]([F:52])([F:53])[F:54])[N:40]=1)([CH3:38])([CH3:36])[CH3:37], predict the reactants needed to synthesize it. The reactants are: Cl[CH2:2][CH2:3][CH2:4][CH2:5][N:6]1[C:12]2[CH:13]=[CH:14][CH:15]=[CH:16][C:11]=2[CH2:10][CH2:9][CH2:8][C:7]1=[O:17].BrCCCCN1C2C=CC=CC=2CCCC1=O.[C:35]([C:39]1[N:44]=[C:43]([N:45]2[CH2:50][CH2:49][NH:48][CH2:47][CH2:46]2)[CH:42]=[C:41]([C:51]([F:54])([F:53])[F:52])[N:40]=1)([CH3:38])([CH3:37])[CH3:36].[Na+].[Br-].C(N(C(C)C)CC)(C)C. (7) Given the product [CH2:18]([N:20]([CH2:2][CH:3]1[O:8][C:7]2[CH:9]=[C:10]([S:14]([CH3:17])(=[O:16])=[O:15])[CH:11]=[C:12]([F:13])[C:6]=2[CH2:5][O:4]1)[CH2:21][CH3:22])[CH3:19], predict the reactants needed to synthesize it. The reactants are: Br[CH2:2][CH:3]1[O:8][C:7]2[CH:9]=[C:10]([S:14]([CH3:17])(=[O:16])=[O:15])[CH:11]=[C:12]([F:13])[C:6]=2[CH2:5][O:4]1.[CH2:18]([NH:20][CH2:21][CH3:22])[CH3:19].